Dataset: HIV replication inhibition screening data with 41,000+ compounds from the AIDS Antiviral Screen. Task: Binary Classification. Given a drug SMILES string, predict its activity (active/inactive) in a high-throughput screening assay against a specified biological target. (1) The drug is N[Pt-2]1(N)OC(=O)C2(CCC2)C(=O)O1. The result is 0 (inactive). (2) The drug is CC(CC(=O)Nc1ccccc1[N+](=O)[O-])=NNC(N)=O. The result is 0 (inactive). (3) The drug is CC(=Cc1ccccc1)C(O)C(=O)c1nc2ccc(Cl)cc2nc1O. The result is 0 (inactive). (4) The molecule is CC12CC(=O)Nc3ccccc3N1C(c1ccccc1)=NO2. The result is 0 (inactive). (5) The drug is CN1C2CCC1C(CO)C(O)C2. The result is 0 (inactive). (6) The molecule is CC1=CCP(C(F)(F)F)P(C(F)(F)F)C1. The result is 0 (inactive).